Dataset: Catalyst prediction with 721,799 reactions and 888 catalyst types from USPTO. Task: Predict which catalyst facilitates the given reaction. Reactant: [CH2:1]([O:3][C:4]1[C:13]2[C:8](=[CH:9][CH:10]=[C:11](/[CH:14]=[C:15]3/[C:16](=[O:21])[NH:17][C:18](=[S:20])[S:19]/3)[CH:12]=2)[N:7]=[CH:6][C:5]=1[C:22]#[N:23])[CH3:2].IC.[CH:26](N(C(C)C)CC)(C)C.CCCCCC. Product: [CH2:1]([O:3][C:4]1[C:13]2[C:8](=[CH:9][CH:10]=[C:11](/[CH:14]=[C:15]3/[C:16](=[O:21])[N:17]=[C:18]([S:20][CH3:26])[S:19]/3)[CH:12]=2)[N:7]=[CH:6][C:5]=1[C:22]#[N:23])[CH3:2]. The catalyst class is: 8.